Dataset: Catalyst prediction with 721,799 reactions and 888 catalyst types from USPTO. Task: Predict which catalyst facilitates the given reaction. (1) Reactant: [Li+].C[Si]([N-][Si](C)(C)C)(C)C.[CH3:11][O:12][CH:13]1[CH2:18][CH2:17][CH2:16][CH:15]([OH:19])[CH2:14]1.F[C:21]1[CH:26]=[C:25]([F:27])[CH:24]=[CH:23][C:22]=1[N+:28]([O-:30])=[O:29]. Product: [F:27][C:25]1[CH:24]=[CH:23][C:22]([N+:28]([O-:30])=[O:29])=[C:21]([O:19][C@H:15]2[CH2:16][CH2:17][CH2:18][C@@H:13]([O:12][CH3:11])[CH2:14]2)[CH:26]=1. The catalyst class is: 1. (2) Reactant: [NH2:1][C:2]1[CH:3]=[C:4]([C:8]2[C:17]3[C:12](=[CH:13][C:14]([O:20][CH3:21])=[C:15]([O:18][CH3:19])[CH:16]=3)[N:11]=[C:10](CN)[N:9]=2)[CH:5]=[CH:6][CH:7]=1.[N:24]1C=CC=C[CH:25]=1.C[O:31][C:32](=[O:42])[C:33]1[CH:38]=[CH:37][C:36]([C:39](Cl)=[O:40])=[CH:35][CH:34]=1.[CH3:43]S(C)=O. Product: [CH3:43][C:34]1[CH:35]=[C:36]([C:39]([NH:1][C:2]2[CH:7]=[CH:6][CH:5]=[C:4]([C:8]3[C:17]4[C:12](=[CH:13][C:14]([O:20][CH3:21])=[C:15]([O:18][CH3:19])[CH:16]=4)[N:11]=[C:10]([NH:24][CH3:25])[N:9]=3)[CH:3]=2)=[O:40])[CH:37]=[CH:38][C:33]=1[C:32]([OH:31])=[O:42]. The catalyst class is: 7.